This data is from Reaction yield outcomes from USPTO patents with 853,638 reactions. The task is: Predict the reaction yield, written as a fraction of the theoretical maximum amount of product (1.0 means a 100% yield; for example, 0.34 means a 34% yield). (1) The reactants are [C:1]([O:5][C:6](=[O:31])[CH2:7][O:8][C:9]1[C:18]2[CH2:17][CH2:16][CH2:15][C@@H:14]([NH:19][S:20]([C:23]3[CH:28]=[CH:27][C:26](F)=[C:25]([Cl:30])[CH:24]=3)(=[O:22])=[O:21])[C:13]=2[CH:12]=[CH:11][CH:10]=1)([CH3:4])([CH3:3])[CH3:2].[H-].[Na+].[Cl:34][C:35]1[CH:40]=[CH:39][C:38]([OH:41])=[CH:37][CH:36]=1.Cl. The catalyst is CN(C)C=O. The product is [C:1]([O:5][C:6](=[O:31])[CH2:7][O:8][C:9]1[C:18]2[CH2:17][CH2:16][CH2:15][C@@H:14]([NH:19][S:20]([C:23]3[CH:28]=[CH:27][C:26]([O:41][C:38]4[CH:39]=[CH:40][C:35]([Cl:34])=[CH:36][CH:37]=4)=[C:25]([Cl:30])[CH:24]=3)(=[O:22])=[O:21])[C:13]=2[CH:12]=[CH:11][CH:10]=1)([CH3:4])([CH3:3])[CH3:2]. The yield is 0.720. (2) The product is [C:3]1([S:9]([N:12]2[C:20]3[C:15](=[CH:16][C:17]([CH2:21][CH3:22])=[CH:18][CH:19]=3)[CH2:14][CH2:13]2)(=[O:11])=[O:10])[CH:4]=[CH:5][CH:6]=[CH:7][CH:8]=1. The yield is 0.430. The reactants are [BH4-].[Na+].[C:3]1([S:9]([N:12]2[C:20]3[C:15](=[CH:16][C:17]([C:21](=O)[CH3:22])=[CH:18][CH:19]=3)[CH2:14][CH2:13]2)(=[O:11])=[O:10])[CH:8]=[CH:7][CH:6]=[CH:5][CH:4]=1.[OH-].[Na+]. The catalyst is C(O)(C(F)(F)F)=O.O. (3) The reactants are [NH2:1][C:2]1[N:6]([C:7]2[CH:12]=[CH:11][C:10]([S:13]([CH3:16])(=[O:15])=[O:14])=[CH:9][CH:8]=2)[N:5]=[CH:4][C:3]=1[C:17]#[N:18].[CH3:19][N+:20]([CH3:24])=[C:21](Cl)[Cl:22].[Cl-]. The catalyst is ClCCCl. The product is [Cl:22][C:21]([N:20]([CH3:24])[CH3:19])=[N:1][C:2]1[N:6]([C:7]2[CH:8]=[CH:9][C:10]([S:13]([CH3:16])(=[O:15])=[O:14])=[CH:11][CH:12]=2)[N:5]=[CH:4][C:3]=1[C:17]#[N:18]. The yield is 0.800. (4) The reactants are [Cl:1][C:2]1[C:3]([NH:25][C:26]2[CH:31]=[CH:30][CH:29]=[CH:28][C:27]=2[S:32]([N:35]([CH3:37])[CH3:36])(=[O:34])=[O:33])=[N:4][C:5]([NH:8][C:9]2[C:22]([O:23][CH3:24])=[CH:21][C:12]3[CH2:13][CH2:14][N:15]([CH2:18][CH2:19][OH:20])[CH2:16][CH2:17][C:11]=3[CH:10]=2)=[N:6][CH:7]=1.C(Cl)Cl.[CH:41]1([N:47]=C=NC2CCCCC2)CCCC[CH2:42]1.C(O)(C(F)(F)F)=[O:57]. The catalyst is CN(C)C1C=CN=CC=1. The product is [Cl:1][C:2]1[C:3]([NH:25][C:26]2[CH:31]=[CH:30][CH:29]=[CH:28][C:27]=2[S:32](=[O:34])(=[O:33])[N:35]([CH3:36])[CH3:37])=[N:4][C:5]([NH:8][C:9]2[C:22]([O:23][CH3:24])=[CH:21][C:12]3[CH2:13][CH2:14][N:15]([CH2:18][CH2:19][O:20][C:42](=[O:57])[CH2:41][NH2:47])[CH2:16][CH2:17][C:11]=3[CH:10]=2)=[N:6][CH:7]=1. The yield is 0.360.